Predict which catalyst facilitates the given reaction. From a dataset of Catalyst prediction with 721,799 reactions and 888 catalyst types from USPTO. Reactant: [Cl:1][C:2]1[S:14][C:5]2[NH:6][C:7](=[O:13])[C:8]([C:11]#[N:12])=[C:9]([OH:10])[C:4]=2[C:3]=1[C:15]1[CH:25]=[CH:24][C:18]([O:19][CH2:20][C:21]([OH:23])=O)=[CH:17][CH:16]=1.C[CH2:27][N:28]=C=NCCCN(C)C.C1C=CC2N(O)N=NC=2C=1.CN1CCOCC1.CN. Product: [Cl:1][C:2]1[S:14][C:5]2[NH:6][C:7](=[O:13])[C:8]([C:11]#[N:12])=[C:9]([OH:10])[C:4]=2[C:3]=1[C:15]1[CH:16]=[CH:17][C:18]([O:19][CH2:20][C:21]([NH:28][CH3:27])=[O:23])=[CH:24][CH:25]=1. The catalyst class is: 174.